This data is from Peptide-MHC class I binding affinity with 185,985 pairs from IEDB/IMGT. The task is: Regression. Given a peptide amino acid sequence and an MHC pseudo amino acid sequence, predict their binding affinity value. This is MHC class I binding data. (1) The peptide sequence is SMNYPNSYK. The MHC is HLA-B57:01 with pseudo-sequence HLA-B57:01. The binding affinity (normalized) is 0.0847. (2) The peptide sequence is HDLQGSNA. The MHC is H-2-Kd with pseudo-sequence H-2-Kd. The binding affinity (normalized) is 0.119. (3) The peptide sequence is QTFSVLACY. The MHC is HLA-A30:02 with pseudo-sequence HLA-A30:02. The binding affinity (normalized) is 0.912. (4) The peptide sequence is GMEAQFLYLY. The MHC is HLA-A30:02 with pseudo-sequence HLA-A30:02. The binding affinity (normalized) is 0.539. (5) The peptide sequence is LTAVAPSMTM. The MHC is Mamu-A02 with pseudo-sequence Mamu-A02. The binding affinity (normalized) is 1.00. (6) The peptide sequence is VCLSGEGWPY. The MHC is HLA-A29:02 with pseudo-sequence HLA-A29:02. The binding affinity (normalized) is 0.333. (7) The peptide sequence is WDAYIPHYV. The MHC is HLA-B51:01 with pseudo-sequence HLA-B51:01. The binding affinity (normalized) is 0.419.